From a dataset of Full USPTO retrosynthesis dataset with 1.9M reactions from patents (1976-2016). Predict the reactants needed to synthesize the given product. Given the product [N:19]1([CH2:24][CH2:25][CH2:26][N:27]2[C:15](=[O:17])[C:5]3[C:6]4[CH2:14][CH2:13][CH2:12][CH2:11][CH2:10][CH2:9][C:7]=4[S:8][C:4]=3[NH:1][C:2]2=[S:3])[CH:23]=[CH:22][N:21]=[CH:20]1, predict the reactants needed to synthesize it. The reactants are: [N:1]([C:4]1[S:8][C:7]2[CH2:9][CH2:10][CH2:11][CH2:12][CH2:13][CH2:14][C:6]=2[C:5]=1[C:15]([O:17]C)=O)=[C:2]=[S:3].[N:19]1([CH2:24][CH2:25][CH2:26][NH2:27])[CH:23]=[CH:22][N:21]=[CH:20]1.